From a dataset of Full USPTO retrosynthesis dataset with 1.9M reactions from patents (1976-2016). Predict the reactants needed to synthesize the given product. (1) Given the product [CH3:1][O:2][C:3]1[CH:4]=[C:5]([N:12]2[CH2:17][CH2:16][N:15]([CH2:19][CH2:20][CH3:21])[CH2:14][CH2:13]2)[CH:6]=[CH:7][C:8]=1[N+:9]([O-:11])=[O:10], predict the reactants needed to synthesize it. The reactants are: [CH3:1][O:2][C:3]1[CH:4]=[C:5]([N:12]2[CH2:17][CH2:16][NH:15][CH2:14][CH2:13]2)[CH:6]=[CH:7][C:8]=1[N+:9]([O-:11])=[O:10].I[CH2:19][CH2:20][CH3:21].C(=O)([O-])[O-].[K+].[K+]. (2) Given the product [Cl:13][C:14]1[N:19]=[C:18]([N:20]2[CH2:24][CH2:23][CH:22]([CH3:1])[C:21]2=[O:25])[CH:17]=[CH:16][N:15]=1, predict the reactants needed to synthesize it. The reactants are: [CH:1](NC(C)C)(C)C.C([Li])CCC.[Cl:13][C:14]1[N:19]=[C:18]([N:20]2[CH2:24][CH2:23][CH2:22][C:21]2=[O:25])[CH:17]=[CH:16][N:15]=1.IC.[Cl-].[NH4+]. (3) Given the product [Cl:1][C:2]1[CH:3]=[C:4]([CH:7]=[C:8]([Cl:27])[C:9]=1[NH:10][C:11]1[C:20]2[CH:21]=[CH:22][NH:23][C:24](=[O:25])[C:19]=2[C:18]2[C:13](=[CH:14][CH:15]=[N:16][CH:17]=2)[N:12]=1)[C:5]#[N:6], predict the reactants needed to synthesize it. The reactants are: [Cl:1][C:2]1[CH:3]=[C:4]([CH:7]=[C:8]([Cl:27])[C:9]=1[NH:10][C:11]1[C:20]2[CH:21]=[CH:22][N:23]=[C:24]([O:25]C)[C:19]=2[C:18]2[C:13](=[CH:14][CH:15]=[N:16][CH:17]=2)[N:12]=1)[C:5]#[N:6].B(Br)(Br)Br. (4) Given the product [Br:1][C:20]1[C:21]([C:23]2[CH:27]=[CH:26][O:25][C:24]=2[CH3:28])=[CH:22][C:17]([N:12]2[CH2:11][C@H:10]([CH3:9])[O:15][C@H:14]([CH3:16])[CH2:13]2)=[N:18][CH:19]=1, predict the reactants needed to synthesize it. The reactants are: [Br:1]N1C(=O)CCC1=O.[CH3:9][C@H:10]1[O:15][C@@H:14]([CH3:16])[CH2:13][N:12]([C:17]2[CH:22]=[C:21]([C:23]3[CH:27]=[CH:26][O:25][C:24]=3[CH3:28])[CH:20]=[CH:19][N:18]=2)[CH2:11]1. (5) Given the product [C:26]([O:30][C:31]([N:8]1[CH2:7][C@@H:6]([CH3:19])[N:5]2[C:10](=[CH:11][C:12]3[C:4]2=[N:3][C:2]([Br:1])=[C:14]([O:15][CH2:16][CH3:17])[CH:13]=3)[CH2:9]1)=[O:32])([CH3:29])([CH3:28])[CH3:27], predict the reactants needed to synthesize it. The reactants are: [Br:1][C:2]1[N:3]=[C:4]2[C:12](=[CH:13][C:14]=1[O:15][CH2:16][CH3:17])[CH:11]=[C:10]1[N:5]2[C@H:6]([CH3:19])[CH2:7][NH:8][C:9]1=O.[H-].[Al+3].[Li+].[H-].[H-].[H-].[C:26]([O:30][C:31](O[C:31]([O:30][C:26]([CH3:29])([CH3:28])[CH3:27])=[O:32])=[O:32])([CH3:29])([CH3:28])[CH3:27].